This data is from Full USPTO retrosynthesis dataset with 1.9M reactions from patents (1976-2016). The task is: Predict the reactants needed to synthesize the given product. Given the product [CH:27]1([NH:26][C:22]2[CH:21]=[C:20]([C:18]3[CH:17]=[C:16]([NH2:40])[CH:15]=[C:14]([N:11]4[CH2:12][CH2:13][NH:8][CH2:9][CH2:10]4)[N:19]=3)[CH:25]=[CH:24][N:23]=2)[CH2:32][CH2:31][CH2:30][CH2:29][CH2:28]1, predict the reactants needed to synthesize it. The reactants are: C(OC([N:8]1[CH2:13][CH2:12][N:11]([C:14]2[N:19]=[C:18]([C:20]3[CH:25]=[CH:24][N:23]=[C:22]([N:26](C(OC(C)(C)C)=O)[CH:27]4[CH2:32][CH2:31][CH2:30][CH2:29][CH2:28]4)[CH:21]=3)[CH:17]=[C:16]([NH2:40])[CH:15]=2)[CH2:10][CH2:9]1)=O)(C)(C)C.C(O)(C(F)(F)F)=O.C(Cl)Cl.